This data is from Full USPTO retrosynthesis dataset with 1.9M reactions from patents (1976-2016). The task is: Predict the reactants needed to synthesize the given product. (1) Given the product [Br-:35].[CH2:28]([N+:4]([CH2:5][CH2:6][CH2:7][O:8][C:9]1[C:22]2[S:21][C:20]3[C:15](=[CH:16][CH:17]=[CH:18][CH:19]=3)[C:14](=[O:23])[C:13]=2[C:12]([Cl:24])=[CH:11][CH:10]=1)([CH2:25][CH2:26][OH:27])[CH2:3][CH2:2][OH:1])[C:29]1[CH:34]=[CH:33][CH:32]=[CH:31][CH:30]=1, predict the reactants needed to synthesize it. The reactants are: [OH:1][CH2:2][CH2:3][N:4]([CH2:25][CH2:26][OH:27])[CH2:5][CH2:6][CH2:7][O:8][C:9]1[C:22]2[S:21][C:20]3[C:15](=[CH:16][CH:17]=[CH:18][CH:19]=3)[C:14](=[O:23])[C:13]=2[C:12]([Cl:24])=[CH:11][CH:10]=1.[CH2:28]([Br:35])[C:29]1[CH:34]=[CH:33][CH:32]=[CH:31][CH:30]=1. (2) The reactants are: [Br:1][C:2]1[CH:3]=[C:4]2[C:8](=[CH:9][CH:10]=1)[NH:7][C:6](=[O:11])[C:5]2=[O:12].C(N=P1(N(CC)CC)N(C)CCCN1C)(C)(C)C.[Cl:31][C:32]1[CH:39]=[CH:38][CH:37]=[CH:36][C:33]=1[CH2:34]Br.[Br-]. Given the product [Br:1][C:2]1[CH:3]=[C:4]2[C:8](=[CH:9][CH:10]=1)[N:7]([CH2:34][C:33]1[CH:36]=[CH:37][CH:38]=[CH:39][C:32]=1[Cl:31])[C:6](=[O:11])[C:5]2=[O:12], predict the reactants needed to synthesize it. (3) Given the product [Cl:1][CH2:2][CH2:3][C:4]1[C:9](=[O:10])[N:8]2[CH2:11][CH2:12][CH2:13][CH:14]([OH:15])[C:7]2=[N:6][C:5]=1[CH3:16], predict the reactants needed to synthesize it. The reactants are: [Cl:1][CH2:2][CH2:3][C:4]1[C:9](=[O:10])[N:8]2[CH:11]=[CH:12][CH:13]=[C:14]([OH:15])[C:7]2=[N:6][C:5]=1[CH3:16].[H][H].[OH-].[Na+]. (4) Given the product [F:1][C:2]([F:9])([F:8])/[CH:3]=[CH:4]/[C:5]([N:22]([CH3:23])[CH2:21][CH2:20][N:19]([CH3:18])[C:24]1[CH:25]=[N:26][CH:27]=[C:28]([CH3:30])[CH:29]=1)=[O:6], predict the reactants needed to synthesize it. The reactants are: [F:1][C:2]([F:9])([F:8])/[CH:3]=[CH:4]/[C:5](O)=[O:6].C(Cl)(=O)C(Cl)=O.Cl.Cl.[CH3:18][N:19]([C:24]1[CH:25]=[N:26][CH:27]=[C:28]([CH3:30])[CH:29]=1)[CH2:20][CH2:21][NH:22][CH3:23].CCOP(O)N(C(C)C)C(C)C.